This data is from Catalyst prediction with 721,799 reactions and 888 catalyst types from USPTO. The task is: Predict which catalyst facilitates the given reaction. (1) Reactant: [OH:1][C:2]1[CH:7]=[CH:6][C:5]([OH:8])=[CH:4][C:3]=1[C:9](=[O:11])[CH3:10].[CH2:12](Br)[C:13]1[CH:18]=[CH:17][CH:16]=[CH:15][CH:14]=1.C(=O)([O-])[O-].[K+].[K+]. Product: [CH2:12]([O:8][C:5]1[CH:6]=[CH:7][C:2]([OH:1])=[C:3]([C:9](=[O:11])[CH3:10])[CH:4]=1)[C:13]1[CH:18]=[CH:17][CH:16]=[CH:15][CH:14]=1. The catalyst class is: 10. (2) Reactant: Cl[C:2]1[C:7]([C:8]2[N:16]=[CH:15][N:14]=[C:13]3[C:9]=2[N:10]=[CH:11][N:12]3C2CCCCO2)=[CH:6][N:5]=[CH:4][N:3]=1.[Cl:23][C:24]1[CH:29]=[CH:28][C:27]([NH:30][C:31]2[C:40]3[CH:39]=[CH:38][C:37]([CH3:41])=[C:36]([NH2:42])[C:35]=3[CH:34]=[CH:33][N:32]=2)=[CH:26][CH:25]=1. Product: [N:16]1[C:8]([C:7]2[C:2]([NH:42][C:36]3[C:35]4[CH:34]=[CH:33][N:32]=[C:31]([NH:30][C:27]5[CH:28]=[CH:29][C:24]([Cl:23])=[CH:25][CH:26]=5)[C:40]=4[CH:39]=[CH:38][C:37]=3[CH3:41])=[N:3][CH:4]=[N:5][CH:6]=2)=[C:9]2[C:13]([NH:12][CH:11]=[N:10]2)=[N:14][CH:15]=1. The catalyst class is: 3. (3) Reactant: [CH:1]1[C:6]([I:7])=[C:5]([I:8])[C:4]([C:9]([OH:11])=[O:10])=[CH:3][C:2]=1[I:12].CCCCCCCCCC(C)C. Product: [CH:1]1[C:6]([I:7])=[C:5]([I:8])[C:4]([C:9]([OH:11])=[O:10])=[CH:3][C:2]=1[I:12]. The catalyst class is: 11. (4) Reactant: [H-].[Na+].[OH:3][CH:4]([CH3:20])[CH2:5][C:6]1[CH:11]=[CH:10][N:9]=[C:8]([NH:12][C:13](=[O:19])[O:14][C:15]([CH3:18])([CH3:17])[CH3:16])[CH:7]=1.F[C:22]1[C:31]2[C:26](=[CH:27][CH:28]=[CH:29][CH:30]=2)[C:25]([N+:32]([O-:34])=[O:33])=[CH:24][CH:23]=1.[NH4+].[Cl-]. Product: [N+:32]([C:25]1[C:26]2[C:31](=[CH:30][CH:29]=[CH:28][CH:27]=2)[C:22]([O:3][CH:4]([CH3:20])[CH2:5][C:6]2[CH:11]=[CH:10][N:9]=[C:8]([NH:12][C:13](=[O:19])[O:14][C:15]([CH3:16])([CH3:18])[CH3:17])[CH:7]=2)=[CH:23][CH:24]=1)([O-:34])=[O:33]. The catalyst class is: 3.